From a dataset of Forward reaction prediction with 1.9M reactions from USPTO patents (1976-2016). Predict the product of the given reaction. (1) Given the reactants [F:1][C:2]([F:45])([F:44])[O:3][C:4]1[CH:9]=[CH:8][C:7]([C:10]2[N:14]=[C:13]([C:15]3[CH:16]=[CH:17][C:18](=[O:43])[N:19]([CH2:21][C:22]4[CH:27]=[CH:26][CH:25]=[C:24]([C:28]5([CH2:31][O:32][Si](C(C)C)(C(C)C)C(C)C)[CH2:30][CH2:29]5)[CH:23]=4)[N:20]=3)[O:12][N:11]=2)=[CH:6][CH:5]=1.[F-].C([N+](CCCC)(CCCC)CCCC)CCC, predict the reaction product. The product is: [OH:32][CH2:31][C:28]1([C:24]2[CH:23]=[C:22]([CH:27]=[CH:26][CH:25]=2)[CH2:21][N:19]2[C:18](=[O:43])[CH:17]=[CH:16][C:15]([C:13]3[O:12][N:11]=[C:10]([C:7]4[CH:8]=[CH:9][C:4]([O:3][C:2]([F:1])([F:45])[F:44])=[CH:5][CH:6]=4)[N:14]=3)=[N:20]2)[CH2:29][CH2:30]1. (2) Given the reactants Cl[C:2]1[N:7]=[CH:6][C:5]([CH:8]([CH3:11])[C:9]#[N:10])=[CH:4][CH:3]=1.[CH3:12][O:13][CH2:14][CH2:15][NH:16]C, predict the reaction product. The product is: [CH3:12][O:13][CH2:14][CH2:15][NH:16][C:2]1[N:7]=[CH:6][C:5]([CH:8]([CH3:11])[C:9]#[N:10])=[CH:4][CH:3]=1. (3) Given the reactants [CH2:1]([C:3]1[S:28][C:6]2[N:7]=[C:8]([NH:17][C:18]([NH:20][CH2:21][CH2:22][C:23]([O:25][CH2:26][CH3:27])=[O:24])=[O:19])[N:9]=[C:10]([N:11]3[CH2:16][CH2:15][NH:14][CH2:13][CH2:12]3)[C:5]=2[CH:4]=1)[CH3:2].C(N(C(C)C)CC)(C)C.[F:38][C:39]([F:45])([F:44])[CH2:40][C:41](O)=[O:42].CN(C(ON1N=NC2C=CC=NC1=2)=[N+](C)C)C.F[P-](F)(F)(F)(F)F, predict the reaction product. The product is: [CH2:1]([C:3]1[S:28][C:6]2[N:7]=[C:8]([NH:17][C:18]([NH:20][CH2:21][CH2:22][C:23]([O:25][CH2:26][CH3:27])=[O:24])=[O:19])[N:9]=[C:10]([N:11]3[CH2:12][CH2:13][N:14]([C:41](=[O:42])[CH2:40][C:39]([F:45])([F:44])[F:38])[CH2:15][CH2:16]3)[C:5]=2[CH:4]=1)[CH3:2]. (4) Given the reactants [CH3:1][O:2][CH2:3][C:4]1[CH:9]=[CH:8][C:7]([C:10]2[C:11](=[O:19])[NH:12][C:13]3([CH2:18][CH2:17][CH2:16][CH2:15]3)[N:14]=2)=[CH:6][CH:5]=1.[H-].[Na+].Br[CH2:23][C:24]([NH:26][C:27]1[CH:32]=[CH:31][CH:30]=[C:29]([C:33]([F:36])([F:35])[F:34])[CH:28]=1)=O.[OH2:37], predict the reaction product. The product is: [CH3:1][O:2][CH2:3][C:4]1[CH:5]=[CH:6][C:7]([C:10]2[C:11](=[O:19])[N:12]([C:23](=[O:37])[CH2:24][NH:26][C:27]3[CH:32]=[CH:31][CH:30]=[C:29]([C:33]([F:36])([F:35])[F:34])[CH:28]=3)[C:13]3([CH2:15][CH2:16][CH2:17][CH2:18]3)[N:14]=2)=[CH:8][CH:9]=1. (5) The product is: [CH3:6][C:7]1([CH3:44])[O:12][C:11]2[CH:13]=[CH:14][C:15]([C@H:17]3[O:21][C:20](=[O:22])[N:19]([CH2:23][CH2:24][CH2:25][CH2:26][CH2:27][CH2:28][O:29][CH2:30][CH2:31][CH2:32][CH2:33][C:34]4[CH:35]=[C:36]([S:40]([NH:43][C:4]([NH:3][CH2:1][CH3:2])=[O:5])(=[O:42])=[O:41])[CH:37]=[CH:38][CH:39]=4)[CH2:18]3)=[CH:16][C:10]=2[CH2:9][O:8]1. Given the reactants [CH2:1]([N:3]=[C:4]=[O:5])[CH3:2].[CH3:6][C:7]1([CH3:44])[O:12][C:11]2[CH:13]=[CH:14][C:15]([C@H:17]3[O:21][C:20](=[O:22])[N:19]([CH2:23][CH2:24][CH2:25][CH2:26][CH2:27][CH2:28][O:29][CH2:30][CH2:31][CH2:32][CH2:33][C:34]4[CH:35]=[C:36]([S:40]([NH2:43])(=[O:42])=[O:41])[CH:37]=[CH:38][CH:39]=4)[CH2:18]3)=[CH:16][C:10]=2[CH2:9][O:8]1.C([O-])([O-])=O.[K+].[K+], predict the reaction product. (6) Given the reactants C([O:5][C:6](=[O:19])[CH2:7][CH2:8][NH:9][S:10]([C:13]1[S:14][C:15]([Cl:18])=[CH:16][CH:17]=1)(=[O:12])=[O:11])CCC, predict the reaction product. The product is: [Cl:18][C:15]1[S:14][C:13]([S:10]([NH:9][CH2:8][CH2:7][C:6]([OH:19])=[O:5])(=[O:11])=[O:12])=[CH:17][CH:16]=1.